From a dataset of Forward reaction prediction with 1.9M reactions from USPTO patents (1976-2016). Predict the product of the given reaction. (1) Given the reactants [C:1]12(C(O)=O)[CH2:7][CH:4]([CH2:5][CH2:6]1)[CH:3]=[CH:2]2.[C:11]1(=O)OC(=O)[CH:13]=[CH:12]1.O.[OH-].[K+], predict the reaction product. The product is: [CH2:13]1[CH:6]2[C@@H:1]3[CH:2]=[CH:3][C@H:4]([CH:5]2[CH:11]=[CH:12]1)[CH2:7]3. (2) The product is: [Br-:15].[Br:15][CH2:13][CH2:12][CH2:11][CH2:10][CH2:9][CH2:8][CH2:7][C:3]1[CH:2]=[N:1][CH:6]=[CH:5][CH:4]=1. Given the reactants [N:1]1[CH:6]=[CH:5][CH:4]=[C:3]([CH2:7][CH2:8][CH2:9][CH2:10][CH2:11][CH2:12][CH2:13]O)[CH:2]=1.[BrH:15], predict the reaction product. (3) Given the reactants [CH2:1]([O:3][C:4]([C:6]1[CH:7]=[N:8][N:9]([C:12]2[CH:17]=[CH:16][N:15]=[CH:14][CH:13]=2)[C:10]=1[NH2:11])=[O:5])[CH3:2].CC1C=CC(S(O)(=O)=O)=CC=1.[CH2:29]([O:31][CH:32](OCC)OCC)[CH3:30], predict the reaction product. The product is: [CH2:1]([O:3][C:4]([C:6]1[CH:7]=[N:8][N:9]([C:12]2[CH:17]=[CH:16][N:15]=[CH:14][CH:13]=2)[C:10]=1[N:11]=[CH:32][O:31][CH2:29][CH3:30])=[O:5])[CH3:2]. (4) Given the reactants Cl.[Br:2][C:3]1[CH:8]=[CH:7][C:6]([F:9])=[CH:5][C:4]=1[NH:10][NH2:11].CN([CH:15]=[N:16][C:17](=[O:19])[CH3:18])C, predict the reaction product. The product is: [Br:2][C:3]1[CH:8]=[CH:7][C:6]([F:9])=[CH:5][C:4]=1[NH:10]/[N:11]=[CH:15]/[NH:16][C:17](=[O:19])[CH3:18]. (5) The product is: [CH3:20][S:17]([N:12]1[CH2:11][CH2:10][C:9]2[C:14](=[CH:15][CH:16]=[C:7]([C:23]#[N:24])[CH:8]=2)[CH2:13]1)(=[O:19])=[O:18]. Given the reactants FC(F)(F)S(O[C:7]1[CH:8]=[C:9]2[C:14](=[CH:15][CH:16]=1)[CH2:13][N:12]([S:17]([CH3:20])(=[O:19])=[O:18])[CH2:11][CH2:10]2)(=O)=O.[CH3:23][N:24](C=O)C, predict the reaction product. (6) Given the reactants Br[C:2]1[C:3]([OH:10])=[C:4]([CH:7]=[CH:8][CH:9]=1)[CH:5]=[O:6].[N:11]1[CH:16]=[CH:15][C:14](B(O)O)=[CH:13][CH:12]=1.C([O-])([O-])=O.[Na+].[Na+], predict the reaction product. The product is: [OH:10][C:3]1[C:2]([C:14]2[CH:15]=[CH:16][N:11]=[CH:12][CH:13]=2)=[CH:9][CH:8]=[CH:7][C:4]=1[CH:5]=[O:6]. (7) Given the reactants [B-](F)(F)(F)F.C1C=CN=CC=1.C1C=CN=CC=1.[IH2+:18].[CH3:19][O:20][C:21]1[CH:26]=[CH:25][C:24]([CH:27]([C:37]2[CH:42]=[CH:41][C:40]([O:43][C:44](=[O:49])[C:45]([CH3:48])([CH3:47])[CH3:46])=[CH:39][CH:38]=2)[CH:28]([C:31]2[CH:36]=[CH:35][CH:34]=[CH:33][CH:32]=2)[CH:29]=[CH2:30])=[CH:23][CH:22]=1.[Cl-].[NH4+], predict the reaction product. The product is: [I:18][CH:29]1[CH:28]([C:31]2[CH:36]=[CH:35][CH:34]=[CH:33][CH:32]=2)[CH:27]([C:37]2[CH:38]=[CH:39][C:40]([O:43][C:44](=[O:49])[C:45]([CH3:48])([CH3:47])[CH3:46])=[CH:41][CH:42]=2)[C:24]2[C:23](=[CH:22][C:21]([O:20][CH3:19])=[CH:26][CH:25]=2)[CH2:30]1. (8) Given the reactants FC1C=CC([C:8]([C:10]2[CH:11]=[N:12][CH:13]=[C:14]([C@@H:16]3[CH2:20][CH2:19][CH2:18][N:17]3[C@@H](C3C=CC(OC)=CC=3)C)[CH:15]=2)=[O:9])=CC=1, predict the reaction product. The product is: [NH:17]1[CH2:18][CH2:19][CH2:20][C@H:16]1[C:14]1[CH:15]=[C:10]([CH:8]=[O:9])[CH:11]=[N:12][CH:13]=1. (9) Given the reactants [C-:1]#[N:2].[K+].[Br:4][C:5]1[CH:12]=[CH:11][C:8]([CH2:9]Br)=[C:7]([F:13])[CH:6]=1.O, predict the reaction product. The product is: [Br:4][C:5]1[CH:12]=[CH:11][C:8]([CH2:9][C:1]#[N:2])=[C:7]([F:13])[CH:6]=1.